Dataset: NCI-60 drug combinations with 297,098 pairs across 59 cell lines. Task: Regression. Given two drug SMILES strings and cell line genomic features, predict the synergy score measuring deviation from expected non-interaction effect. (1) Drug 1: C1CN1C2=NC(=NC(=N2)N3CC3)N4CC4. Drug 2: CC12CCC3C(C1CCC2OP(=O)(O)O)CCC4=C3C=CC(=C4)OC(=O)N(CCCl)CCCl.[Na+]. Cell line: MDA-MB-231. Synergy scores: CSS=5.75, Synergy_ZIP=-8.30, Synergy_Bliss=-9.70, Synergy_Loewe=-20.0, Synergy_HSA=-8.57. (2) Drug 1: CCC1(C2=C(COC1=O)C(=O)N3CC4=CC5=C(C=CC(=C5CN(C)C)O)N=C4C3=C2)O.Cl. Drug 2: CC1C(C(CC(O1)OC2CC(CC3=C2C(=C4C(=C3O)C(=O)C5=CC=CC=C5C4=O)O)(C(=O)C)O)N)O. Cell line: A498. Synergy scores: CSS=69.9, Synergy_ZIP=-4.25, Synergy_Bliss=-1.42, Synergy_Loewe=-4.82, Synergy_HSA=0.722. (3) Drug 1: C1CN(CCN1C(=O)CCBr)C(=O)CCBr. Drug 2: CS(=O)(=O)OCCCCOS(=O)(=O)C. Cell line: MDA-MB-435. Synergy scores: CSS=1.21, Synergy_ZIP=1.19, Synergy_Bliss=2.89, Synergy_Loewe=-4.29, Synergy_HSA=-1.59. (4) Drug 1: C1=NC(=NC(=O)N1C2C(C(C(O2)CO)O)O)N. Drug 2: C1=NC2=C(N1)C(=S)N=CN2. Cell line: HOP-92. Synergy scores: CSS=42.0, Synergy_ZIP=-7.37, Synergy_Bliss=-5.58, Synergy_Loewe=-9.78, Synergy_HSA=-0.638. (5) Drug 1: C1CN1C2=NC(=NC(=N2)N3CC3)N4CC4. Drug 2: C1CC(=O)NC(=O)C1N2CC3=C(C2=O)C=CC=C3N. Cell line: SF-295. Synergy scores: CSS=22.7, Synergy_ZIP=-1.43, Synergy_Bliss=1.45, Synergy_Loewe=-18.7, Synergy_HSA=0.516. (6) Drug 1: COC1=CC(=CC(=C1O)OC)C2C3C(COC3=O)C(C4=CC5=C(C=C24)OCO5)OC6C(C(C7C(O6)COC(O7)C8=CC=CS8)O)O. Drug 2: C1=CC(=CC=C1CCCC(=O)O)N(CCCl)CCCl. Cell line: OVCAR-4. Synergy scores: CSS=8.28, Synergy_ZIP=-1.68, Synergy_Bliss=2.44, Synergy_Loewe=-0.518, Synergy_HSA=2.02. (7) Drug 1: CNC(=O)C1=CC=CC=C1SC2=CC3=C(C=C2)C(=NN3)C=CC4=CC=CC=N4. Cell line: NCI/ADR-RES. Synergy scores: CSS=3.63, Synergy_ZIP=-2.48, Synergy_Bliss=-6.07, Synergy_Loewe=-12.0, Synergy_HSA=-6.43. Drug 2: CC1CCC2CC(C(=CC=CC=CC(CC(C(=O)C(C(C(=CC(C(=O)CC(OC(=O)C3CCCCN3C(=O)C(=O)C1(O2)O)C(C)CC4CCC(C(C4)OC)OCCO)C)C)O)OC)C)C)C)OC. (8) Drug 1: C1CC(C1)(C(=O)O)C(=O)O.[NH2-].[NH2-].[Pt+2]. Drug 2: C(=O)(N)NO. Cell line: A549. Synergy scores: CSS=26.1, Synergy_ZIP=-7.30, Synergy_Bliss=-2.31, Synergy_Loewe=-11.1, Synergy_HSA=-0.967. (9) Drug 1: COC1=NC(=NC2=C1N=CN2C3C(C(C(O3)CO)O)O)N. Drug 2: C1=NC2=C(N=C(N=C2N1C3C(C(C(O3)CO)O)F)Cl)N. Cell line: SF-268. Synergy scores: CSS=-2.79, Synergy_ZIP=1.02, Synergy_Bliss=1.06, Synergy_Loewe=-7.33, Synergy_HSA=-3.68.